From a dataset of Catalyst prediction with 721,799 reactions and 888 catalyst types from USPTO. Predict which catalyst facilitates the given reaction. (1) Reactant: [C:1]1(B(O)O)[CH:6]=[CH:5][CH:4]=[CH:3][CH:2]=1.P([O-])([O-])([O-])=O.[K+].[K+].[K+].[CH3:18][O:19][C:20](=[O:31])[C:21]1[CH:26]=[C:25]([N+:27]([O-:29])=[O:28])[CH:24]=[C:23](I)[CH:22]=1.[Cl-].[NH4+]. Product: [CH3:18][O:19][C:20]([C:21]1[CH:22]=[C:23]([C:1]2[CH:6]=[CH:5][CH:4]=[CH:3][CH:2]=2)[CH:24]=[C:25]([N+:27]([O-:29])=[O:28])[CH:26]=1)=[O:31]. The catalyst class is: 77. (2) Reactant: [CH3:1][C:2]1[C:7]([CH:8](O)[CH2:9][CH3:10])=[CH:6][CH:5]=[C:4]([C:12]2[CH:17]=[CH:16][CH:15]=[C:14]([C:18]([F:21])([F:20])[F:19])[CH:13]=2)[N:3]=1.O=S(Cl)[Cl:24]. Product: [Cl:24][CH:8]([C:7]1[C:2]([CH3:1])=[N:3][C:4]([C:12]2[CH:17]=[CH:16][CH:15]=[C:14]([C:18]([F:21])([F:20])[F:19])[CH:13]=2)=[CH:5][CH:6]=1)[CH2:9][CH3:10]. The catalyst class is: 2. (3) Reactant: [CH2:1](O)[CH2:2][CH:3]=[CH:4][CH:5]=[CH:6][CH2:7][CH2:8][CH2:9][CH2:10][CH2:11][CH2:12][CH2:13][CH2:14][CH3:15].N1C=CC=CC=1.CN(C)C=O.CS([Cl:32])(=O)=O. Product: [Cl:32][CH2:1][CH2:2][CH:3]=[CH:4][CH:5]=[CH:6][CH2:7][CH2:8][CH2:9][CH2:10][CH2:11][CH2:12][CH2:13][CH2:14][CH3:15]. The catalyst class is: 805. (4) The catalyst class is: 613. Product: [CH2:14]([C:3]1[CH:4]=[C:5](/[CH:10]=[CH:11]/[C:12]#[N:13])[CH:6]=[C:7]([CH2:8][CH3:9])[C:2]=1[B:19]1[O:20][C:21]([CH3:23])([CH3:22])[C:17]([CH3:33])([CH3:16])[O:18]1)[CH3:15]. Reactant: Br[C:2]1[C:7]([CH2:8][CH3:9])=[CH:6][C:5](/[CH:10]=[CH:11]/[C:12]#[N:13])=[CH:4][C:3]=1[CH2:14][CH3:15].[CH3:16][C:17]1([CH3:33])[C:21]([CH3:23])([CH3:22])[O:20][B:19]([B:19]2[O:20][C:21]([CH3:23])([CH3:22])[C:17]([CH3:33])([CH3:16])[O:18]2)[O:18]1.C(=O)([O-])[O-].[K+].[K+].C1(P(C2CCCCC2)C2C=CC=CC=2C2C(OC)=CC=CC=2OC)CCCCC1. (5) Reactant: COC1C=C(OC)C=CC=1C[N:6]([C:31]1[S:35][N:34]=[CH:33][N:32]=1)[S:7]([C:10]1[CH:15]=[C:14]([F:16])[C:13]([O:17][C@H:18]2[CH2:23][CH2:22][CH2:21][CH2:20][C@@H:19]2[C:24]2[CH:29]=[CH:28][CH:27]=[CH:26][CH:25]=2)=[CH:12][C:11]=1[F:30])(=[O:9])=[O:8].C([SiH](CC)CC)C. Product: [F:30][C:11]1[CH:12]=[C:13]([O:17][C@H:18]2[CH2:23][CH2:22][CH2:21][CH2:20][C@@H:19]2[C:24]2[CH:25]=[CH:26][CH:27]=[CH:28][CH:29]=2)[C:14]([F:16])=[CH:15][C:10]=1[S:7]([NH:6][C:31]1[S:35][N:34]=[CH:33][N:32]=1)(=[O:9])=[O:8]. The catalyst class is: 281. (6) Reactant: C1(C)C=CC(S([Cl:10])(=O)=O)=CC=1.[NH2:12][C:13]1[C:17]([NH:18][C:19]([NH:21][C:22]2[CH:27]=[CH:26][CH:25]=[CH:24][C:23]=2[C:28]([F:31])([F:30])[F:29])=S)=[CH:16][S:15][CH:14]=1.[OH-].[Na+]. Product: [ClH:10].[F:29][C:28]([F:31])([F:30])[C:23]1[CH:24]=[CH:25][CH:26]=[CH:27][C:22]=1[NH:21][C:19]1[NH:18][C:17]2=[CH:16][S:15][CH:14]=[C:13]2[N:12]=1. The catalyst class is: 20.